Predict the reactants needed to synthesize the given product. From a dataset of Full USPTO retrosynthesis dataset with 1.9M reactions from patents (1976-2016). (1) Given the product [CH2:1]([S:5][C:6]1[CH:7]=[C:8]([N+:13]([O-:15])=[O:14])[CH:9]=[CH:11][CH:12]=1)[CH2:2][CH2:3][CH3:4], predict the reactants needed to synthesize it. The reactants are: [CH2:1]([S:5][C:6]1[CH:12]=[CH:11][C:9](N)=[C:8]([N+:13]([O-:15])=[O:14])[CH:7]=1)[CH2:2][CH2:3][CH3:4].C(SC1C(N)=C([N+]([O-])=O)C=CC=1)CCC.[N+](C1C=C(S=C([O-])N(C)C)C=CC=1)([O-])=O.[OH-].[K+].[CH]Cl.C([O-])([O-])=O.[K+].[K+].C(Br)CCC. (2) Given the product [Cl:27][C:24]1[CH:25]=[CH:26][C:21]([C:17]2[O:18][C:19]3[CH:20]=[C:13]4[C:12](=[O:30])[N:11]([CH2:10][C:9]([CH3:31])([CH3:32])[CH2:8][C:7]([N:5]([CH2:4][C:3]([OH:34])=[O:2])[CH3:6])=[O:33])[C:28](=[S:29])[N:14]4[C:15]=3[CH:16]=2)=[CH:22][CH:23]=1, predict the reactants needed to synthesize it. The reactants are: C[O:2][C:3](=[O:34])[CH2:4][N:5]([C:7](=[O:33])[CH2:8][C:9]([CH3:32])([CH3:31])[CH2:10][N:11]1[C:28](=[S:29])[N:14]2[C:15]3[CH:16]=[C:17]([C:21]4[CH:26]=[CH:25][C:24]([Cl:27])=[CH:23][CH:22]=4)[O:18][C:19]=3[CH:20]=[C:13]2[C:12]1=[O:30])[CH3:6].O.C(Cl)(Cl)Cl.C([O-])(O)=O.[Na+]. (3) Given the product [Cl:23][CH2:24][C:25]([NH:8][C:9]1[CH:14]=[CH:13][C:12]([N:15]2[CH2:19][CH2:18][C@@H:17]([N:20]([CH3:22])[CH3:21])[CH2:16]2)=[CH:11][CH:10]=1)=[O:26], predict the reactants needed to synthesize it. The reactants are: C(N(CC)CC)C.[NH2:8][C:9]1[CH:14]=[CH:13][C:12]([N:15]2[CH2:19][CH2:18][C@@H:17]([N:20]([CH3:22])[CH3:21])[CH2:16]2)=[CH:11][CH:10]=1.[Cl:23][CH2:24][C:25](Cl)=[O:26]. (4) Given the product [CH2:1]([O:3][C:4]([C:6]1[N:7]([CH3:24])[C:8]([CH2:22][CH3:23])=[C:9]([C:20]#[N:21])[C:10]=1[C:26]1[CH:27]=[CH:28][C:29]([N:32]([CH3:42])[CH2:33][CH2:34][NH:35][S:36]([CH:39]([CH3:40])[CH3:41])(=[O:37])=[O:38])=[CH:30][CH:31]=1)=[O:5])[CH3:2], predict the reactants needed to synthesize it. The reactants are: [CH2:1]([O:3][C:4]([C:6]1[N:7]([CH3:24])[C:8]([CH2:22][CH3:23])=[C:9]([C:20]#[N:21])[C:10]=1B1OC(C)(C)C(C)(C)O1)=[O:5])[CH3:2].Br[C:26]1[CH:31]=[CH:30][C:29]([N:32]([CH3:42])[CH2:33][CH2:34][NH:35][S:36]([CH:39]([CH3:41])[CH3:40])(=[O:38])=[O:37])=[CH:28][CH:27]=1.C(=O)([O-])[O-].[Na+].[Na+].C(Cl)Cl. (5) Given the product [CH2:1]([O:8][C:9]1[CH:10]=[C:11]2[C:16](=[CH:17][CH:18]=1)[N:15]=[C:14]([CH3:19])[CH:13]=[C:12]2[Cl:29])[C:2]1[CH:7]=[CH:6][CH:5]=[CH:4][CH:3]=1, predict the reactants needed to synthesize it. The reactants are: [CH2:1]([O:8][C:9]1[CH:10]=[C:11]2[C:16](=[CH:17][CH:18]=1)[N:15]=[C:14]([CH3:19])[CH:13]=[C:12]2O)[C:2]1[CH:7]=[CH:6][CH:5]=[CH:4][CH:3]=1.C(=O)([O-])[O-].[Na+].[Na+].P(Cl)(Cl)([Cl:29])=O.